This data is from Blood-brain barrier permeability classification from the B3DB database. The task is: Regression/Classification. Given a drug SMILES string, predict its absorption, distribution, metabolism, or excretion properties. Task type varies by dataset: regression for continuous measurements (e.g., permeability, clearance, half-life) or binary classification for categorical outcomes (e.g., BBB penetration, CYP inhibition). Dataset: b3db_classification. (1) The compound is CN(C)[C@@H]1C(=O)C(C(=O)NCN2CCN(C(=N)N=C(N)N)CC2)=C(O)[C@@]2(O)C(=O)C3=C(O)c4c(O)cccc4[C@@](C)(O)[C@H]3C[C@@H]12. The result is 0 (does not penetrate BBB). (2) The drug is C/C=C\C=C\[C@@H]1O[C@](O)([C@H](CC)C(=O)NC/C=C/C=C(\C)[C@@H](OC)[C@@H](C)C2O[C@H](/C=C/C=C/C=C(\C)C(=O)c3c(O)ccn(C)c3=O)[C@H](O)[C@@H]2O)[C@H](O)[C@H](O[C@@H]2O[C@H](C)[C@@H](O[C@@H]3O[C@@H](C)[C@H](OC)[C@@H](O)[C@H]3OC)[C@@H](OC)[C@H]2O)C1(C)C. The result is 0 (does not penetrate BBB).